From a dataset of Reaction yield outcomes from USPTO patents with 853,638 reactions. Predict the reaction yield, written as a fraction of the theoretical maximum amount of product (1.0 means a 100% yield; for example, 0.34 means a 34% yield). (1) The reactants are [CH2:1]([N:8]1[CH2:13][CH2:12][C:11](=[CH:14][C:15]2[CH:22]=[CH:21][C:18]([C:19]#[N:20])=[CH:17][CH:16]=2)[CH2:10][CH2:9]1)[C:2]1[CH:7]=[CH:6][CH:5]=[CH:4][CH:3]=1.C(Cl)(Cl)Cl.Cl.[CH2:28]([OH:30])[CH3:29]. No catalyst specified. The product is [CH2:28]([O:30][C:19](=[NH:20])[C:18]1[CH:17]=[CH:16][C:15]([CH:14]=[C:11]2[CH2:12][CH2:13][N:8]([CH2:1][C:2]3[CH:3]=[CH:4][CH:5]=[CH:6][CH:7]=3)[CH2:9][CH2:10]2)=[CH:22][CH:21]=1)[CH3:29]. The yield is 0.924. (2) The product is [Br:10][C:6]1[CH:7]=[CH:8][CH:9]=[C:4]([O:14][CH2:13][C:12]([F:16])([F:15])[F:11])[N:5]=1. The reactants are [H-].[Na+].Br[C:4]1[CH:9]=[CH:8][CH:7]=[C:6]([Br:10])[N:5]=1.[F:11][C:12]([F:16])([F:15])[CH2:13][OH:14]. The catalyst is CN(C)C=O. The yield is 0.800.